Dataset: Full USPTO retrosynthesis dataset with 1.9M reactions from patents (1976-2016). Task: Predict the reactants needed to synthesize the given product. (1) Given the product [CH3:15][CH:10]1[CH2:11][CH2:12][CH2:16][CH2:8][CH:9]1[N:5]1[C:21]([C:22]2[CH:27]=[CH:26][CH:25]=[CH:24][CH:23]=2)=[C:29]([C:30]([O:32][CH2:33][CH3:34])=[O:31])[CH:7]=[N:6]1, predict the reactants needed to synthesize it. The reactants are: C([N:5]1[C:9]([C:10]2[CH:15]=CN=[CH:12][CH:11]=2)=[C:8]([C:16](OCC)=O)[CH:7]=[N:6]1)C(C)C.[C:21]([CH2:29][C:30]([O:32][CH2:33][CH3:34])=[O:31])(=O)[C:22]1[CH:27]=[CH:26][CH:25]=[CH:24][CH:23]=1.Cl.CC1CCCCC1NN. (2) The reactants are: Br[C:2]1[C:10]2[C:9]([Cl:11])=[N:8][CH:7]=[N:6][C:5]=2[N:4]([CH2:12][O:13][CH2:14][CH2:15][Si:16]([CH3:19])([CH3:18])[CH3:17])[CH:3]=1.[CH3:20][O:21][C:22]1[CH:23]=[C:24]([SH:28])[CH:25]=[CH:26][CH:27]=1.C(=O)([O-])[O-].[K+].[K+]. Given the product [Cl:11][C:9]1[C:10]2[C:2]([S:28][C:24]3[CH:25]=[CH:26][CH:27]=[C:22]([O:21][CH3:20])[CH:23]=3)=[CH:3][N:4]([CH2:12][O:13][CH2:14][CH2:15][Si:16]([CH3:19])([CH3:18])[CH3:17])[C:5]=2[N:6]=[CH:7][N:8]=1, predict the reactants needed to synthesize it. (3) Given the product [CH3:15][O:14][C:11]1[CH:12]=[C:13]2[C:8](=[CH:9][CH:10]=1)[C:7](=[O:6])[NH:19][C:1]([CH3:2])=[CH:4]2, predict the reactants needed to synthesize it. The reactants are: [C:1]([CH:4]1[C:13]2[C:8](=[CH:9][CH:10]=[C:11]([O:14][CH3:15])[CH:12]=2)[C:7](=O)[O:6]C1=O)(=O)[CH3:2].[OH-].[NH4+:19]. (4) Given the product [CH3:41][N:39]([CH3:40])[C:38](=[O:42])[NH:37][C:34]1[CH:35]=[CH:36][C:31]([S:28]([CH:25]([CH3:26])[CH3:27])(=[O:30])=[O:29])=[C:32]([C@H:43]2[CH2:47][CH2:46][CH2:45][N:44]2[C:12](=[O:14])[C@H:11]([NH:10][C:6]2[CH:5]=[C:4]([CH:9]=[CH:8][CH:7]=2)[C:1]([NH2:2])=[O:3])[C:15]2[CH:20]=[CH:19][C:18]([F:21])=[C:17]([O:22][CH3:23])[CH:16]=2)[CH:33]=1, predict the reactants needed to synthesize it. The reactants are: [C:1]([C:4]1[CH:5]=[C:6]([NH:10][CH:11]([C:15]2[CH:20]=[CH:19][C:18]([F:21])=[C:17]([O:22][CH3:23])[CH:16]=2)[C:12]([OH:14])=O)[CH:7]=[CH:8][CH:9]=1)(=[O:3])[NH2:2].Cl.[CH:25]([S:28]([C:31]1[CH:36]=[CH:35][C:34]([NH:37][C:38](=[O:42])[N:39]([CH3:41])[CH3:40])=[CH:33][C:32]=1[C@H:43]1[CH2:47][CH2:46][CH2:45][NH:44]1)(=[O:30])=[O:29])([CH3:27])[CH3:26]. (5) The reactants are: C([O:5][N:6]=[C:7]1[C:16]2[C:11](=[CH:12][CH:13]=[C:14]([OH:17])[CH:15]=2)[O:10][C:9]([C:18]2[N:23]=[CH:22][C:21]3[CH:24]=[CH:25][S:26][C:20]=3[CH:19]=2)=[CH:8]1)(C)(C)C.Cl.[Cl:28][CH2:29][CH2:30][N:31]1[CH2:35][CH2:34][C:33]([F:37])([F:36])[CH2:32]1. Given the product [ClH:28].[F:36][C:33]1([F:37])[CH2:34][CH2:35][N:31]([CH2:30][CH2:29][O:17][C:14]2[CH:15]=[C:16]3[C:11](=[CH:12][CH:13]=2)[O:10][C:9]([C:18]2[N:23]=[CH:22][C:21]4[CH:24]=[CH:25][S:26][C:20]=4[CH:19]=2)=[CH:8][C:7]3=[N:6][OH:5])[CH2:32]1, predict the reactants needed to synthesize it. (6) Given the product [CH3:11][C:9]1[N:8]=[C:7]([N:12]2[CH2:17][CH2:16][CH:15]([C:18]3[CH:23]=[CH:22][CH:21]=[CH:20][CH:19]=3)[CH2:14][CH2:13]2)[N:6]=[C:5]([C:3]([OH:4])=[O:2])[CH:10]=1, predict the reactants needed to synthesize it. The reactants are: C[O:2][C:3]([C:5]1[CH:10]=[C:9]([CH3:11])[N:8]=[C:7]([N:12]2[CH2:17][CH2:16][CH:15]([C:18]3[CH:23]=[CH:22][CH:21]=[CH:20][CH:19]=3)[CH2:14][CH2:13]2)[N:6]=1)=[O:4].CO.[OH-].[Li+]. (7) Given the product [CH2:27]([O:26][N:25]=[C:12]([C:3]1[C:2]([Cl:1])=[CH:7][C:6]([C:8]([F:11])([F:10])[F:9])=[CH:5][N:4]=1)[CH2:13][NH2:14])[CH3:28], predict the reactants needed to synthesize it. The reactants are: [Cl:1][C:2]1[C:3]([C:12](=[N:25][O:26][CH2:27][CH3:28])[CH2:13][N:14]2C(=O)C3=CC=CC=C3C2=O)=[N:4][CH:5]=[C:6]([C:8]([F:11])([F:10])[F:9])[CH:7]=1.O.NN.O.